This data is from Catalyst prediction with 721,799 reactions and 888 catalyst types from USPTO. The task is: Predict which catalyst facilitates the given reaction. Reactant: [CH2:1]([N:8]1[C:16]2[C:11](=[CH:12][C:13]([NH:17][C:18]3[N:27]=[CH:26][C:25]([Cl:28])=[CH:24][C:19]=3[C:20]([O:22]C)=[O:21])=[CH:14][CH:15]=2)[CH:10]=[CH:9]1)[C:2]1[CH:7]=[CH:6][CH:5]=[CH:4][CH:3]=1.[OH-].[Na+].O1CCCC1.Cl. Product: [CH2:1]([N:8]1[C:16]2[C:11](=[CH:12][C:13]([NH:17][C:18]3[N:27]=[CH:26][C:25]([Cl:28])=[CH:24][C:19]=3[C:20]([OH:22])=[O:21])=[CH:14][CH:15]=2)[CH:10]=[CH:9]1)[C:2]1[CH:7]=[CH:6][CH:5]=[CH:4][CH:3]=1. The catalyst class is: 40.